Dataset: Reaction yield outcomes from USPTO patents with 853,638 reactions. Task: Predict the reaction yield, written as a fraction of the theoretical maximum amount of product (1.0 means a 100% yield; for example, 0.34 means a 34% yield). (1) The reactants are [F:1][C:2]1[CH:7]=[C:6](I)[CH:5]=[CH:4][C:3]=1[N:9]1[CH:14]=[C:13]([O:15][CH3:16])[C:12](=[O:17])[C:11]([C:18]2[N:22]([C:23]3[CH:28]=[CH:27][CH:26]=[CH:25][CH:24]=3)[N:21]=[CH:20][CH:19]=2)=[N:10]1.Cl.[CH3:30][C:31]1([OH:37])[CH2:36][CH2:35][NH:34][CH2:33][CH2:32]1.CC(C)([O-])C.[Na+].CC1(C)C2C(=C(P(C3C=CC=CC=3)C3C=CC=CC=3)C=CC=2)OC2C(P(C3C=CC=CC=3)C3C=CC=CC=3)=CC=CC1=2.C([O-])(O)=O.[Na+]. The catalyst is O1CCOCC1.C1C=CC(/C=C/C(/C=C/C2C=CC=CC=2)=O)=CC=1.C1C=CC(/C=C/C(/C=C/C2C=CC=CC=2)=O)=CC=1.C1C=CC(/C=C/C(/C=C/C2C=CC=CC=2)=O)=CC=1.[Pd].[Pd]. The product is [F:1][C:2]1[CH:7]=[C:6]([N:34]2[CH2:35][CH2:36][C:31]([OH:37])([CH3:30])[CH2:32][CH2:33]2)[CH:5]=[CH:4][C:3]=1[N:9]1[CH:14]=[C:13]([O:15][CH3:16])[C:12](=[O:17])[C:11]([C:18]2[N:22]([C:23]3[CH:28]=[CH:27][CH:26]=[CH:25][CH:24]=3)[N:21]=[CH:20][CH:19]=2)=[N:10]1. The yield is 0.320. (2) The reactants are [C:1](=[O:4])([O-])[O-].[NH4+:5].[NH4+:6].[C-]#N.[K+].O.[Br:11][C:12]1[CH:17]=[CH:16][C:15]([C@H:18]2[CH2:22][CH2:21][C:20](=O)[CH2:19]2)=[CH:14][CH:13]=1.[CH2:24]([OH:26])C. No catalyst specified. The product is [Br:11][C:12]1[CH:17]=[CH:16][C:15]([CH:18]2[CH2:22][CH2:21][C@:20]3([NH:6][C:24](=[O:26])[NH:5][C:1]3=[O:4])[CH2:19]2)=[CH:14][CH:13]=1. The yield is 0.950. (3) The reactants are [Br:1][C:2]1[C:3]([F:12])=[C:4]2[C:10]([NH2:11])=[CH:9][NH:8][C:5]2=[N:6][CH:7]=1.[C:13](O)(=[O:20])[C:14]1[CH:19]=[CH:18][CH:17]=[N:16][CH:15]=1.O=C1N(P(Cl)(N2CCOC2=O)=O)CCO1.C(N(CC)CC)C.[Li+].[OH-].C([O-])([O-])=O.[Na+].[Na+]. The catalyst is C(Cl)Cl. The product is [Br:1][C:2]1[C:3]([F:12])=[C:4]2[C:10]([NH:11][C:13](=[O:20])[C:14]3[CH:19]=[CH:18][CH:17]=[N:16][CH:15]=3)=[CH:9][NH:8][C:5]2=[N:6][CH:7]=1. The yield is 0.800.